This data is from Forward reaction prediction with 1.9M reactions from USPTO patents (1976-2016). The task is: Predict the product of the given reaction. (1) Given the reactants [O:1]1[CH2:3][C@H:2]1[CH2:4][O:5][C:6]1[C:18]2[C:17]3[C:12](=[CH:13][CH:14]=[CH:15][CH:16]=3)[NH:11][C:10]=2[CH:9]=[CH:8][CH:7]=1.[NH2:19][CH2:20][CH:21]1[CH2:26][CH2:25][N:24]([CH2:27][CH2:28][CH2:29][CH2:30][CH2:31][CH2:32][CH2:33][CH2:34][CH2:35][CH2:36][CH2:37][CH2:38][OH:39])[CH2:23][CH2:22]1, predict the reaction product. The product is: [CH:9]1[C:10]2[NH:11][C:12]3[C:17](=[CH:16][CH:15]=[CH:14][CH:13]=3)[C:18]=2[C:6]([O:5][CH2:4][C@@H:2]([OH:1])[CH2:3][NH:19][CH2:20][CH:21]2[CH2:22][CH2:23][N:24]([CH2:27][CH2:28][CH2:29][CH2:30][CH2:31][CH2:32][CH2:33][CH2:34][CH2:35][CH2:36][CH2:37][CH2:38][OH:39])[CH2:25][CH2:26]2)=[CH:7][CH:8]=1. (2) The product is: [Cl:13][C:10]1[CH:9]=[CH:8][C:7]([C:6]2[C:2]([CH3:1])=[N:3][N:4]3[C:23]([C:20]4[CH:21]=[CH:22][C:17]([O:16][CH3:15])=[CH:18][CH:19]=4)=[CH:24][C:25](=[O:26])[NH:14][C:5]=23)=[CH:12][CH:11]=1. Given the reactants [CH3:1][C:2]1[C:6]([C:7]2[CH:12]=[CH:11][C:10]([Cl:13])=[CH:9][CH:8]=2)=[C:5]([NH2:14])[NH:4][N:3]=1.[CH3:15][O:16][C:17]1[CH:22]=[CH:21][C:20]([C:23](=O)[CH2:24][C:25](OCC)=[O:26])=[CH:19][CH:18]=1, predict the reaction product. (3) Given the reactants Cl[C:2]1[CH:11]=[CH:10][C:9]2[C:4](=[CH:5][C:6]([CH3:14])=[C:7]([C:12]#[N:13])[CH:8]=2)[N:3]=1.CC1(C)C2C(=C(P(C3C=CC=CC=3)C3C=CC=CC=3)C=CC=2)OC2C(P(C3C=CC=CC=3)C3C=CC=CC=3)=CC=CC1=2.C(=O)([O-])[O-].[Cs+].[Cs+].[O:63]=[C:64]1[NH:69][CH2:68][CH2:67][N:66]([C:70]([O:72][C:73]([CH3:76])([CH3:75])[CH3:74])=[O:71])[CH2:65]1, predict the reaction product. The product is: [C:12]([C:7]1[CH:8]=[C:9]2[C:4](=[CH:5][C:6]=1[CH3:14])[N:3]=[C:2]([N:69]1[CH2:68][CH2:67][N:66]([C:70]([O:72][C:73]([CH3:75])([CH3:74])[CH3:76])=[O:71])[CH2:65][C:64]1=[O:63])[CH:11]=[CH:10]2)#[N:13]. (4) The product is: [CH3:19][C:17]1([CH3:18])[CH2:16][C:15]2[C:10](=[CH:11][CH:12]=[C:13]([C:20]([O:22][CH3:34])=[O:21])[CH:14]=2)[NH:9][CH:8]1[C:4]1[CH:5]=[CH:6][CH:7]=[C:2]([NH:1][C:31](=[O:33])[CH2:30][CH2:29][C:23]2[CH:28]=[CH:27][CH:26]=[CH:25][CH:24]=2)[CH:3]=1. Given the reactants [NH2:1][C:2]1[CH:3]=[C:4]([CH:8]2[C:17]([CH3:19])([CH3:18])[CH2:16][C:15]3[C:10](=[CH:11][CH:12]=[C:13]([C:20]([O-:22])=[O:21])[CH:14]=3)[NH:9]2)[CH:5]=[CH:6][CH:7]=1.[C:23]1([CH2:29][CH2:30][C:31]([OH:33])=O)[CH:28]=[CH:27][CH:26]=[CH:25][CH:24]=1.[CH:34](N(CC)C(C)C)(C)C.P(Cl)(Cl)(Cl)=O, predict the reaction product.